From a dataset of Full USPTO retrosynthesis dataset with 1.9M reactions from patents (1976-2016). Predict the reactants needed to synthesize the given product. (1) Given the product [CH:8]([C:7]1[CH:6]=[C:5]([CH3:10])[CH:4]=[C:3]2[C:2]=1[O:1][CH:21]([C:20]([F:19])([F:29])[F:28])[C:22]([C:23]([O:25][CH2:26][CH3:27])=[O:24])=[CH:11]2)=[O:9], predict the reactants needed to synthesize it. The reactants are: [OH:1][C:2]1[C:7]([CH:8]=[O:9])=[CH:6][C:5]([CH3:10])=[CH:4][C:3]=1[CH:11]=O.C([O-])([O-])=O.[K+].[K+].[F:19][C:20]([F:29])([F:28])/[CH:21]=[CH:22]/[C:23]([O:25][CH2:26][CH3:27])=[O:24].Cl. (2) The reactants are: ClC(Cl)(O[C:5](=[O:11])OC(Cl)(Cl)Cl)Cl.[Cl:13][C:14]1[CH:19]=[CH:18][C:17]([N:20]2[C:24]([C:25]([F:28])([F:27])[F:26])=[C:23]([NH2:29])[CH:22]=[N:21]2)=[CH:16][CH:15]=1.C([O-])([O-])=O.[Na+].[Na+].Cl.[CH3:37][S:38]([C:41]1[CH:42]=[C:43]([NH2:47])[CH:44]=[CH:45][CH:46]=1)(=[O:40])=[O:39]. Given the product [Cl:13][C:14]1[CH:15]=[CH:16][C:17]([N:20]2[C:24]([C:25]([F:27])([F:26])[F:28])=[C:23]([NH:29][C:5]([NH:47][C:43]3[CH:44]=[CH:45][CH:46]=[C:41]([S:38]([CH3:37])(=[O:40])=[O:39])[CH:42]=3)=[O:11])[CH:22]=[N:21]2)=[CH:18][CH:19]=1, predict the reactants needed to synthesize it. (3) Given the product [Cl:57][C:58]1[CH:63]=[CH:62][CH:61]=[CH:60][C:59]=1[CH2:64][CH2:65][NH:66][C:12]1[N:11]=[CH:10][N:15]=[C:14]([N:16]2[CH2:21][CH2:20][CH2:19][N:18]3[C:22](=[O:32])[CH:23]=[C:24]([C:26]4[CH:31]=[CH:30][CH:29]=[CH:28][CH:27]=4)[CH:25]=[C:17]23)[CH:13]=1, predict the reactants needed to synthesize it. The reactants are: C(N[C:10]1[N:15]=[C:14]([N:16]2[CH2:21][CH2:20][CH2:19][N:18]3[C:22](=[O:32])[CH:23]=[C:24]([C:26]4[CH:31]=[CH:30][CH:29]=[CH:28][CH:27]=4)[CH:25]=[C:17]23)[CH:13]=[CH:12][N:11]=1)CC1C=CC=CC=1.ClC1N=CN=C(N2CCCN3C(=O)C=C(C4C=CC=CC=4)C=C23)C=1.[Cl:57][C:58]1[CH:63]=[CH:62][CH:61]=[CH:60][C:59]=1[CH2:64][CH2:65][NH2:66]. (4) Given the product [CH3:25][C:21]1[C:22](=[O:24])[O:23][C:18]([C:16]2[O:17][C:13]3[CH:12]=[C:11]([C:8]([O:10][CH3:30])=[O:9])[CH:29]=[CH:28][C:14]=3[CH:15]=2)=[C:19]([CH3:27])[C:20]=1[OH:26], predict the reactants needed to synthesize it. The reactants are: C[Si](C=[N+]=[N-])(C)C.[C:8]([C:11]1[CH:29]=[CH:28][C:14]2[CH:15]=[C:16]([C:18]3[O:23][C:22](=[O:24])[C:21]([CH3:25])=[C:20]([OH:26])[C:19]=3[CH3:27])[O:17][C:13]=2[CH:12]=1)([OH:10])=[O:9].[C:30](O)(=O)C. (5) Given the product [C:1]12([C:11]3[CH:21]=[CH:20][C:14]([O:15][CH2:16][C:17]([N:27]4[CH2:28][CH2:29][N:24]([CH3:23])[CH2:25][CH2:26]4)=[O:18])=[C:13]([F:22])[CH:12]=3)[CH2:8][CH:7]3[CH2:6][CH:5]([CH2:4][CH:3]([CH2:9]3)[CH2:2]1)[CH2:10]2, predict the reactants needed to synthesize it. The reactants are: [C:1]12([C:11]3[CH:21]=[CH:20][C:14]([O:15][CH2:16][C:17](O)=[O:18])=[C:13]([F:22])[CH:12]=3)[CH2:10][CH:5]3[CH2:6][CH:7]([CH2:9][CH:3]([CH2:4]3)[CH2:2]1)[CH2:8]2.[CH3:23][N:24]1[CH2:29][CH2:28][NH:27][CH2:26][CH2:25]1. (6) Given the product [C:1]([O:5][C:6]([NH:8][C:9]1([C:12]2[NH:13][C:14]([C:22]3[CH:31]=[CH:30][CH:29]=[C:28]4[C:23]=3[N:24]=[C:25]([NH:37][CH:34]3[CH2:36][CH2:35]3)[C:26]([CH3:32])=[N:27]4)=[CH:15][C:16]=2[C:17]([O:19][CH2:20][CH3:21])=[O:18])[CH2:11][CH2:10]1)=[O:7])([CH3:4])([CH3:3])[CH3:2], predict the reactants needed to synthesize it. The reactants are: [C:1]([O:5][C:6]([NH:8][C:9]1([C:12]2[NH:13][C:14]([C:22]3[CH:31]=[CH:30][CH:29]=[C:28]4[C:23]=3[N:24]=[C:25](F)[C:26]([CH3:32])=[N:27]4)=[CH:15][C:16]=2[C:17]([O:19][CH2:20][CH3:21])=[O:18])[CH2:11][CH2:10]1)=[O:7])([CH3:4])([CH3:3])[CH3:2].[CH:34]1([NH2:37])[CH2:36][CH2:35]1.CCN(C(C)C)C(C)C.